From a dataset of Catalyst prediction with 721,799 reactions and 888 catalyst types from USPTO. Predict which catalyst facilitates the given reaction. (1) Reactant: Br[C:2]1[CH:7]=[CH:6][CH:5]=[C:4]([C:8]#[C:9][C:10]2[CH:15]=[CH:14][CH:13]=[CH:12][CH:11]=2)[CH:3]=1.[N:16]1[CH:21]=[CH:20][CH:19]=[C:18](B(O)O)[CH:17]=1.C(=O)([O-])[O-].[K+].[K+]. Product: [C:10]1([C:9]#[C:8][C:4]2[CH:3]=[C:2]([C:18]3[CH:17]=[N:16][CH:21]=[CH:20][CH:19]=3)[CH:7]=[CH:6][CH:5]=2)[CH:11]=[CH:12][CH:13]=[CH:14][CH:15]=1. The catalyst class is: 427. (2) Reactant: [CH2:1]([O:3][C:4]1[N:8]([C:9]2[C:17]3[O:16][CH2:15][C@@H:14]([NH:18][C:19]4[CH:31]=[CH:30][C:22]5[C@H:23]([CH2:26][C:27]([OH:29])=[O:28])[CH2:24][O:25][C:21]=5[CH:20]=4)[C:13]=3[CH:12]=[CH:11][CH:10]=2)[C:7]2[CH:32]=[C:33]([F:36])[CH:34]=[CH:35][C:6]=2[N:5]=1)[CH3:2].[OH-].[Na+:38]. Product: [CH2:1]([O:3][C:4]1[N:8]([C:9]2[C:17]3[O:16][CH2:15][C@@H:14]([NH:18][C:19]4[CH:31]=[CH:30][C:22]5[C@H:23]([CH2:26][C:27]([O-:29])=[O:28])[CH2:24][O:25][C:21]=5[CH:20]=4)[C:13]=3[CH:12]=[CH:11][CH:10]=2)[C:7]2[CH:32]=[C:33]([F:36])[CH:34]=[CH:35][C:6]=2[N:5]=1)[CH3:2].[Na+:38]. The catalyst class is: 841.